Dataset: NCI-60 drug combinations with 297,098 pairs across 59 cell lines. Task: Regression. Given two drug SMILES strings and cell line genomic features, predict the synergy score measuring deviation from expected non-interaction effect. (1) Drug 1: CCCCC(=O)OCC(=O)C1(CC(C2=C(C1)C(=C3C(=C2O)C(=O)C4=C(C3=O)C=CC=C4OC)O)OC5CC(C(C(O5)C)O)NC(=O)C(F)(F)F)O. Drug 2: C1CNP(=O)(OC1)N(CCCl)CCCl. Cell line: HT29. Synergy scores: CSS=41.2, Synergy_ZIP=9.17, Synergy_Bliss=10.7, Synergy_Loewe=7.68, Synergy_HSA=7.49. (2) Drug 1: C1CCC(C(C1)N)N.C(=O)(C(=O)[O-])[O-].[Pt+4]. Drug 2: COCCOC1=C(C=C2C(=C1)C(=NC=N2)NC3=CC=CC(=C3)C#C)OCCOC.Cl. Cell line: NCI-H226. Synergy scores: CSS=2.10, Synergy_ZIP=-4.54, Synergy_Bliss=0.123, Synergy_Loewe=-6.51, Synergy_HSA=-2.77. (3) Drug 1: CC1CCC2CC(C(=CC=CC=CC(CC(C(=O)C(C(C(=CC(C(=O)CC(OC(=O)C3CCCCN3C(=O)C(=O)C1(O2)O)C(C)CC4CCC(C(C4)OC)OCCO)C)C)O)OC)C)C)C)OC. Drug 2: CC1CCCC2(C(O2)CC(NC(=O)CC(C(C(=O)C(C1O)C)(C)C)O)C(=CC3=CSC(=N3)C)C)C. Cell line: DU-145. Synergy scores: CSS=60.5, Synergy_ZIP=5.08, Synergy_Bliss=3.02, Synergy_Loewe=3.81, Synergy_HSA=4.98. (4) Drug 1: C1CC(=O)NC(=O)C1N2CC3=C(C2=O)C=CC=C3N. Drug 2: COC1=C(C=C2C(=C1)N=CN=C2NC3=CC(=C(C=C3)F)Cl)OCCCN4CCOCC4. Cell line: 786-0. Synergy scores: CSS=15.2, Synergy_ZIP=-6.93, Synergy_Bliss=-5.26, Synergy_Loewe=-8.93, Synergy_HSA=-2.47. (5) Drug 1: C1=C(C(=O)NC(=O)N1)F. Drug 2: C1=CC(=CC=C1C#N)C(C2=CC=C(C=C2)C#N)N3C=NC=N3. Cell line: CAKI-1. Synergy scores: CSS=20.1, Synergy_ZIP=6.55, Synergy_Bliss=4.72, Synergy_Loewe=4.52, Synergy_HSA=7.04. (6) Drug 1: CC1C(C(CC(O1)OC2CC(CC3=C2C(=C4C(=C3O)C(=O)C5=C(C4=O)C(=CC=C5)OC)O)(C(=O)C)O)N)O.Cl. Drug 2: CC1=C(C(=O)C2=C(C1=O)N3CC4C(C3(C2COC(=O)N)OC)N4)N. Cell line: A498. Synergy scores: CSS=29.9, Synergy_ZIP=-8.59, Synergy_Bliss=-0.375, Synergy_Loewe=0.334, Synergy_HSA=0.548. (7) Synergy scores: CSS=17.7, Synergy_ZIP=-7.14, Synergy_Bliss=0.150, Synergy_Loewe=-21.3, Synergy_HSA=-1.03. Drug 2: CN(CCCl)CCCl.Cl. Cell line: HT29. Drug 1: C1CN1P(=S)(N2CC2)N3CC3. (8) Drug 1: CN(C)N=NC1=C(NC=N1)C(=O)N. Drug 2: CCC(=C(C1=CC=CC=C1)C2=CC=C(C=C2)OCCN(C)C)C3=CC=CC=C3.C(C(=O)O)C(CC(=O)O)(C(=O)O)O. Cell line: OVCAR-8. Synergy scores: CSS=-2.99, Synergy_ZIP=0.857, Synergy_Bliss=-1.06, Synergy_Loewe=-4.14, Synergy_HSA=-4.15. (9) Drug 1: CC1=C(C(CCC1)(C)C)C=CC(=CC=CC(=CC(=O)O)C)C. Drug 2: CC1C(C(CC(O1)OC2CC(CC3=C2C(=C4C(=C3O)C(=O)C5=CC=CC=C5C4=O)O)(C(=O)C)O)N)O. Cell line: IGROV1. Synergy scores: CSS=50.0, Synergy_ZIP=3.29, Synergy_Bliss=4.51, Synergy_Loewe=-16.8, Synergy_HSA=2.41. (10) Drug 1: CC1=C2C(C(=O)C3(C(CC4C(C3C(C(C2(C)C)(CC1OC(=O)C(C(C5=CC=CC=C5)NC(=O)C6=CC=CC=C6)O)O)OC(=O)C7=CC=CC=C7)(CO4)OC(=O)C)O)C)OC(=O)C. Drug 2: C1CN1C2=NC(=NC(=N2)N3CC3)N4CC4. Cell line: HT29. Synergy scores: CSS=24.3, Synergy_ZIP=-13.3, Synergy_Bliss=-17.9, Synergy_Loewe=-32.7, Synergy_HSA=-18.7.